This data is from Retrosynthesis with 50K atom-mapped reactions and 10 reaction types from USPTO. The task is: Predict the reactants needed to synthesize the given product. (1) Given the product CNC(=O)N1N=C(c2ccc(N3CCOCC3)cc2)c2cc(OC)c(OC)cc2CC1C, predict the reactants needed to synthesize it. The reactants are: C1COCCN1.CNC(=O)N1N=C(c2ccc(Br)cc2)c2cc(OC)c(OC)cc2CC1C. (2) Given the product CC1CCN(c2nc(C(C)(C)C)nc3c2nnn3Cc2ccccc2Cl)C1, predict the reactants needed to synthesize it. The reactants are: CC(C)(C)c1nc(Cl)c2nnn(Cc3ccccc3Cl)c2n1.CC1CCNC1. (3) Given the product CC(C)(Oc1ccc2c(c1)C(=CCCN1CCC(O)(c3ccc(Cl)cc3)C(C)(C)C1)c1cccnc1CO2)C(=O)O, predict the reactants needed to synthesize it. The reactants are: CCOC(=O)C(C)(C)Oc1ccc2c(c1)C(=CCCN1CCC(O)(c3ccc(Cl)cc3)C(C)(C)C1)c1cccnc1CO2. (4) Given the product CCc1nc(C)ccc1C#N, predict the reactants needed to synthesize it. The reactants are: C=Cc1nc(C)ccc1C#N. (5) Given the product Cc1cc(OCCC(=O)O)cc(C)c1Br, predict the reactants needed to synthesize it. The reactants are: COC(=O)CCOc1cc(C)c(Br)c(C)c1. (6) Given the product C[C@H](Nc1nc2ccc(Oc3ccnc(Cl)c3)cc2s1)C1CCCCC1, predict the reactants needed to synthesize it. The reactants are: C[C@H](Nc1nc2ccc(O)cc2s1)C1CCCCC1.Fc1ccnc(Cl)c1. (7) Given the product CCCCN(C(=O)c1cccc([N+](=O)[O-])c1)c1ccccc1, predict the reactants needed to synthesize it. The reactants are: CCCCNc1ccccc1.O=C(Cl)c1cccc([N+](=O)[O-])c1.